From a dataset of Full USPTO retrosynthesis dataset with 1.9M reactions from patents (1976-2016). Predict the reactants needed to synthesize the given product. Given the product [O:7]1[C:12]2[CH:13]=[CH:14][C:15]([CH2:17][CH2:18][CH2:19][CH2:20][CH2:21][OH:22])=[CH:16][C:11]=2[O:10][CH2:9][CH2:8]1, predict the reactants needed to synthesize it. The reactants are: [H-].[Al+3].[Li+].[H-].[H-].[H-].[O:7]1[C:12]2[CH:13]=[CH:14][C:15]([CH2:17][CH2:18][CH2:19][CH2:20][C:21](OCC)=[O:22])=[CH:16][C:11]=2[O:10][CH2:9][CH2:8]1.S([O-])([O-])(=O)=O.[Na+].[Na+].C(OCC)(=O)C.